Dataset: Reaction yield outcomes from USPTO patents with 853,638 reactions. Task: Predict the reaction yield, written as a fraction of the theoretical maximum amount of product (1.0 means a 100% yield; for example, 0.34 means a 34% yield). (1) The reactants are C([N:8]1[CH2:14][CH2:13][CH2:12][CH2:11][CH:10]([CH2:15][OH:16])[CH2:9]1)C1C=CC=CC=1. The catalyst is CO.[Pd]. The product is [NH:8]1[CH2:14][CH2:13][CH2:12][CH2:11][CH:10]([CH2:15][OH:16])[CH2:9]1. The yield is 0.600. (2) The reactants are [N+:1]([C:4]1[CH:8]=[CH:7][NH:6][N:5]=1)([O-:3])=[O:2].[H-].[Na+].Cl[CH2:12][S:13][CH3:14]. The catalyst is CN(C)C=O. The product is [CH3:12][S:13][CH2:14][N:6]1[CH:7]=[CH:8][C:4]([N+:1]([O-:3])=[O:2])=[N:5]1. The yield is 0.670. (3) The reactants are CN(C)[CH:3]=[CH:4][C:5]([C:7]1[C:8]([CH3:16])=[C:9]([C:14]#[N:15])[N:10]([CH3:13])[C:11]=1[CH3:12])=O.[N+]([O-])(O)=O.[CH3:22][N:23]([CH3:37])[C:24]1[CH:29]=[CH:28][C:27]([NH:30][C:31]([NH2:33])=[NH:32])=[CH:26][C:25]=1[N+:34]([O-:36])=[O:35].C(=O)([O-])[O-].[K+].[K+]. The catalyst is COCCO. The product is [CH3:22][N:23]([CH3:37])[C:24]1[CH:29]=[CH:28][C:27]([NH:30][C:31]2[N:33]=[C:5]([C:7]3[C:8]([CH3:16])=[C:9]([C:14]#[N:15])[N:10]([CH3:13])[C:11]=3[CH3:12])[CH:4]=[CH:3][N:32]=2)=[CH:26][C:25]=1[N+:34]([O-:36])=[O:35]. The yield is 0.390. (4) The yield is 0.770. The reactants are OC1C=CC(C2C3C=C(N(C)C)C=CC=3S(=O)(=O)CCC2)=CC=1.[O:24]=[S:25](=[O:37])([CH3:36])[O:26][CH2:27][CH2:28][CH2:29][CH2:30]OS(=O)(C)=O.C(=O)([O-])[O-].[K+].[K+]. The product is [S:25]([O:26][CH2:27][CH2:28][CH2:29][CH3:30])(=[O:37])(=[O:24])[CH3:36]. The catalyst is CC(C)=O.